From a dataset of Experimentally validated miRNA-target interactions with 360,000+ pairs, plus equal number of negative samples. Binary Classification. Given a miRNA mature sequence and a target amino acid sequence, predict their likelihood of interaction. (1) The miRNA is hsa-miR-7-5p with sequence UGGAAGACUAGUGAUUUUGUUGUU. The protein sequence of the target gene is MRGDRGRGRGGRFGSRGGPGGGFRPFVPHIPFDFYLCEMAFPRVKPAPDETSFSEALLKRNQDLAPNSAEQASILSLVTKINNVIDNLIVAPGTFEVQIEEVRQVGSYKKGTMTTGHNVADLVVILKILPTLEAVAALGNKVVESLRAQDPSEVLTMLTNETGFEISSSDATVKILITTVPPNLRKLDPELHLDIKVLQSALAAIRHARWFEENASQSTVKVLIRLLKDLRIRFPGFEPLTPWILDLLGHYAVMNNPTRQPLALNVAYRRCLQILAAGLFLPGSVGITDPCESGNFRVHT.... Result: 1 (interaction). (2) The miRNA is rno-miR-30a-5p with sequence UGUAAACAUCCUCGACUGGAAG. The protein sequence of the target gene is MQRLGGILLCTLLAAAVPTAPAPSPTVTWTPAEPGPALNYPQEEATLNEMFREVEELMEDTQHKLRSAVEEMEAEEAAAKTSSEVNLASLPPNYHNETSTETRVGNNTVHVHQEVHKITNNQSGQVVFSETVITSVGDEEGKRSHECIIDEDCGPTRYCQFSSFKYTCQPCRDQQMLCTRDSECCGDQLCAWGHCTQKATKGGNGTICDNQRDCQPGLCCAFQRGLLFPVCTPLPVEGELCHDPTSQLLDLITWELEPEGALDRCPCASGLLCQPHSHSLVYMCKPAFVGSHDHSEESQL.... Result: 0 (no interaction). (3) The miRNA is hsa-miR-3175 with sequence CGGGGAGAGAACGCAGUGACGU. The protein sequence of the target gene is MKLLCLVAVVGCLLVPPAQANKSSEDIRCKCICPPYRNISGHIYNQNVSQKDCNCLHVVEPMPVPGHDVEAYCLLCECRYEERSTTTIKVIIVIYLSVVGALLLYMAFLMLVDPLIRKPDAYTEQLHNEEENEDARTMATAAASIGGPRANTVLERVEGAQQRWKLQVQEQRKTVFDRHKMLS. Result: 0 (no interaction). (4) The miRNA is bta-miR-15a with sequence UAGCAGCACAUAAUGGUUUGU. The protein sequence of the target gene is MTTLTRQDLNFGQVVADVLCEFLEVAVHLILYVREVYPVGIFQKRKKYNVPVQMSCHPELNQYIQDTLHCVKPLLEKNDVEKVVVVILDKEHRPVEKFVFEITQPPLLSISSDSLLSHVEQLLRAFILKISVCDAVLDHNPPGCTFTVLVHTREAATRNMEKIQVIKDFPWILADEQDVHMHDPRLIPLKTMTSDILKMQLYVEERAHKGS. Result: 0 (no interaction). (5) The miRNA is hsa-miR-3605-5p with sequence UGAGGAUGGAUAGCAAGGAAGCC. The protein sequence of the target gene is MFSFVDLRLLLLLAATALLTHGQEEGQVEGQDEDIPPITCVQNGLRYHDRDVWKPEPCRICVCDNGKVLCDDVICDETKNCPGAEVPEGECCPVCPDGSESPTDQETTGVEGPKGDTGPRGPRGPAGPPGRDGIPGQPGLPGPPGPPGPPGPPGLGGNFAPQLSYGYDEKSTGGISVPGPMGPSGPRGLPGPPGAPGPQGFQGPPGEPGEPGASGPMGPRGPPGPPGKNGDDGEAGKPGRPGERGPPGPQGARGLPGTAGLPGMKGHRGFSGLDGAKGDAGPAGPKGEPGSPGENGAPGQ.... Result: 1 (interaction).